Task: Predict the product of the given reaction.. Dataset: Forward reaction prediction with 1.9M reactions from USPTO patents (1976-2016) (1) Given the reactants [CH2:1]([O:8][CH2:9][C@@H:10]([NH:19][C:20]([O:22][C:23]([CH3:26])([CH3:25])[CH3:24])=[O:21])[C:11](=[O:18])[CH2:12][C:13]([O:15][CH2:16][CH3:17])=[O:14])[C:2]1[CH:7]=[CH:6][CH:5]=[CH:4][CH:3]=1.C([O-])([O-])=O.[K+].[K+].Br[CH2:34][C:35]([C:37]1[CH:46]=[CH:45][CH:44]=[C:43]2[C:38]=1[N:39]=[C:40]([NH:48][C:49]([CH3:52])([CH3:51])[CH3:50])[C:41]([CH3:47])=[N:42]2)=[O:36].CN(C=O)C, predict the reaction product. The product is: [CH2:1]([O:8][CH2:9][CH:10]([NH:19][C:20]([O:22][C:23]([CH3:25])([CH3:24])[CH3:26])=[O:21])[C:11](=[O:18])[CH:12]([CH2:34][C:35]([C:37]1[CH:46]=[CH:45][CH:44]=[C:43]2[C:38]=1[N:39]=[C:40]([NH:48][C:49]([CH3:52])([CH3:51])[CH3:50])[C:41]([CH3:47])=[N:42]2)=[O:36])[C:13]([O:15][CH2:16][CH3:17])=[O:14])[C:2]1[CH:3]=[CH:4][CH:5]=[CH:6][CH:7]=1. (2) Given the reactants [CH2:1]([C:8]1[CH:9]=[N:10][C:11]2[C:16]([C:17]=1[C:18]1[CH:19]=[C:20]([CH:29]=[CH:30][CH:31]=1)[O:21][C:22]1[CH:27]=[CH:26][C:25]([OH:28])=[CH:24][CH:23]=1)=[CH:15][CH:14]=[CH:13][C:12]=2[C:32]([F:35])([F:34])[F:33])[C:2]1[CH:7]=[CH:6][CH:5]=[CH:4][CH:3]=1.C[O:37][C:38](=[O:47])[C:39]1[CH:44]=[CH:43][C:42]([CH2:45]Br)=[CH:41][CH:40]=1, predict the reaction product. The product is: [CH2:1]([C:8]1[CH:9]=[N:10][C:11]2[C:16]([C:17]=1[C:18]1[CH:19]=[C:20]([CH:29]=[CH:30][CH:31]=1)[O:21][C:22]1[CH:27]=[CH:26][C:25]([O:28][CH2:45][C:42]3[CH:43]=[CH:44][C:39]([C:38]([OH:47])=[O:37])=[CH:40][CH:41]=3)=[CH:24][CH:23]=1)=[CH:15][CH:14]=[CH:13][C:12]=2[C:32]([F:35])([F:33])[F:34])[C:2]1[CH:3]=[CH:4][CH:5]=[CH:6][CH:7]=1. (3) The product is: [C:3]1([C:22]2[CH:23]=[CH:24][C:25]3[CH2:31][CH2:30][C:29]4[C:33]([OH:39])=[CH:34][C:35]([OH:37])=[CH:36][C:28]=4[O:27][C:26]=3[CH:41]=2)[CH:13]=[CH:7][CH:6]=[CH:5][CH:4]=1. Given the reactants CO[C:3]1[C:13]2CC[C:4]3[CH:5]=[CH:6][C:7](Br)=[CH:13][C:3]=3O[C:7]=2[CH:6]=[C:5](OC)[CH:4]=1.Br[C:22]1[CH:23]=[CH:24][C:25]2[CH2:31][C:30](=O)[C:29]3[C:33]([O:39]C)=[CH:34][C:35]([O:37]C)=[CH:36][C:28]=3[O:27][C:26]=2[CH:41]=1.C1(B(O)O)C=CC=CC=1.C(=O)([O-])[O-].[K+].[K+], predict the reaction product. (4) Given the reactants [OH:1][C:2]1[CH:3]=[C:4]([CH:8]=[CH:9][CH:10]=1)[C:5]([NH2:7])=[O:6].[OH-].[NH4+].[Cl:13][CH2:14][CH2:15]Cl.C(=O)([O-])[O-].[K+].[K+], predict the reaction product. The product is: [Cl:13][CH2:14][CH2:15][O:1][C:2]1[CH:3]=[C:4]([CH:8]=[CH:9][CH:10]=1)[C:5]([NH2:7])=[O:6].